This data is from Catalyst prediction with 721,799 reactions and 888 catalyst types from USPTO. The task is: Predict which catalyst facilitates the given reaction. (1) Reactant: C([O:8][CH2:9][C:10]1[C:38]2[C:33](=[CH:34][CH:35]=[CH:36][CH:37]=2)[O:32][C:12]2([CH2:17][CH2:16][N:15]([C:18]([C:20]3[CH:25]=[CH:24][C:23]([O:26][CH:27]([CH3:29])[CH3:28])=[C:22]([O:30][CH3:31])[CH:21]=3)=[O:19])[CH2:14][CH2:13]2)[CH:11]=1)C1C=CC=CC=1. Product: [OH:8][CH2:9][CH:10]1[C:38]2[C:33](=[CH:34][CH:35]=[CH:36][CH:37]=2)[O:32][C:12]2([CH2:17][CH2:16][N:15]([C:18]([C:20]3[CH:25]=[CH:24][C:23]([O:26][CH:27]([CH3:28])[CH3:29])=[C:22]([O:30][CH3:31])[CH:21]=3)=[O:19])[CH2:14][CH2:13]2)[CH2:11]1. The catalyst class is: 45. (2) Reactant: [C:1]([O:5][C:6]([N:8]1[CH2:12][C:11](=[O:13])[CH:10]([S:14]([C:17]2[CH:22]=[CH:21][C:20]([O:23][CH2:24][C:25]3[CH:30]=[CH:29][CH:28]=[CH:27][CH:26]=3)=[CH:19][CH:18]=2)(=[O:16])=[O:15])[CH2:9]1)=[O:7])([CH3:4])([CH3:3])[CH3:2].[BH4-].[Na+].Cl. Product: [C:1]([O:5][C:6]([N:8]1[CH2:12][CH:11]([OH:13])[CH:10]([S:14]([C:17]2[CH:22]=[CH:21][C:20]([O:23][CH2:24][C:25]3[CH:30]=[CH:29][CH:28]=[CH:27][CH:26]=3)=[CH:19][CH:18]=2)(=[O:16])=[O:15])[CH2:9]1)=[O:7])([CH3:4])([CH3:2])[CH3:3]. The catalyst class is: 5. (3) Reactant: C(=O)([O-])[OH:2].[Na+].[CH2:6]([NH:13][C:14](=[O:28])[CH2:15][C:16]1[CH:17]=[C:18]2[C:23](=[CH:24][CH:25]=1)[O:22][C:21]([CH3:27])([CH3:26])[CH:20]=[CH:19]2)[C:7]1[CH:12]=[CH:11][CH:10]=[CH:9][CH:8]=1.C1C=C(Cl)C=C(C(OO)=O)C=1. Product: [CH2:6]([NH:13][C:14](=[O:28])[CH2:15][C:16]1[CH:25]=[CH:24][C:23]2[O:22][C:21]([CH3:26])([CH3:27])[CH:20]3[O:2][CH:19]3[C:18]=2[CH:17]=1)[C:7]1[CH:8]=[CH:9][CH:10]=[CH:11][CH:12]=1. The catalyst class is: 4.